From a dataset of Forward reaction prediction with 1.9M reactions from USPTO patents (1976-2016). Predict the product of the given reaction. (1) Given the reactants [S:1]1[CH2:5][CH2:4][CH2:3][CH2:2]1.[CH2:6]([Br:15])[C:7]([C:9]1[CH:14]=[CH:13][CH:12]=[CH:11][CH:10]=1)=[O:8], predict the reaction product. The product is: [Br-:15].[O:8]=[C:7]([C:9]1[CH:14]=[CH:13][CH:12]=[CH:11][CH:10]=1)[CH2:6][S+:1]1[CH2:5][CH2:4][CH2:3][CH2:2]1. (2) Given the reactants [C:1]([O:5][C:6]([N:8]1[C@@H:12]([C:13]([OH:15])=[O:14])[CH2:11][O:10][C:9]1([CH3:17])[CH3:16])=[O:7])([CH3:4])([CH3:3])[CH3:2].C1(N=C=NC2CCCCC2)CCCCC1.CN(C1C=CC=CN=1)C.O[C:43]1[CH:48]=[CH:47][C:46]([C:49](=[O:51])[CH3:50])=[CH:45][CH:44]=1, predict the reaction product. The product is: [C:1]([O:5][C:6]([N:8]1[C@@H:12]([C:13]([O:15][C:43]2[CH:48]=[CH:47][C:46]([C:49](=[O:51])[CH3:50])=[CH:45][CH:44]=2)=[O:14])[CH2:11][O:10][C:9]1([CH3:17])[CH3:16])=[O:7])([CH3:4])([CH3:2])[CH3:3]. (3) Given the reactants Br[CH2:2][C:3]1[CH:13]=[CH:12][C:6]([C:7]([O:9][CH2:10][CH3:11])=[O:8])=[C:5]([Cl:14])[CH:4]=1.[C-:15]#[N:16].[K+].C(O)C, predict the reaction product. The product is: [Cl:14][C:5]1[CH:4]=[C:3]([CH2:2][C:15]#[N:16])[CH:13]=[CH:12][C:6]=1[C:7]([O:9][CH2:10][CH3:11])=[O:8]. (4) Given the reactants [CH2:1]([O:8][C:9]([C:11]1([C:24]([OH:26])=[O:25])[CH2:16][CH2:15][CH2:14][N:13]([C:17]([O:19][C:20]([CH3:23])([CH3:22])[CH3:21])=[O:18])[CH2:12]1)=[O:10])[C:2]1[CH:7]=[CH:6][CH:5]=[CH:4][CH:3]=1.C(=O)([O-])[O-].[K+].[K+].Br[CH2:34][C:35](=[O:40])[C:36]([CH3:39])([CH3:38])[CH3:37], predict the reaction product. The product is: [CH3:37][C:36]([CH3:39])([CH3:38])[C:35](=[O:40])[CH2:34][O:25][C:24]([C:11]1([C:9]([O:8][CH2:1][C:2]2[CH:3]=[CH:4][CH:5]=[CH:6][CH:7]=2)=[O:10])[CH2:16][CH2:15][CH2:14][N:13]([C:17]([O:19][C:20]([CH3:22])([CH3:23])[CH3:21])=[O:18])[CH2:12]1)=[O:26]. (5) Given the reactants [H-].[Al+3].[Li+].[H-].[H-].[H-].[CH2:7]([N:14]1[CH2:18][CH2:17][CH:16]([NH:19][C:20]2[CH:29]=[CH:28][C:23]([C:24](OC)=[O:25])=[CH:22][N:21]=2)[CH2:15]1)[C:8]1[CH:13]=[CH:12][CH:11]=[CH:10][CH:9]=1.O.[OH-].[Na+], predict the reaction product. The product is: [CH2:7]([N:14]1[CH2:18][CH2:17][CH:16]([NH:19][C:20]2[N:21]=[CH:22][C:23]([CH2:24][OH:25])=[CH:28][CH:29]=2)[CH2:15]1)[C:8]1[CH:9]=[CH:10][CH:11]=[CH:12][CH:13]=1.